This data is from Reaction yield outcomes from USPTO patents with 853,638 reactions. The task is: Predict the reaction yield, written as a fraction of the theoretical maximum amount of product (1.0 means a 100% yield; for example, 0.34 means a 34% yield). (1) The yield is 0.610. The reactants are [Cl:1][C:2]1[CH:3]=[C:4]([C:9]2[CH:14]=[N:13][CH:12]=[C:11]([CH3:15])[N:10]=2)[CH:5]=[CH:6][C:7]=1I.CC([O:19][B:20](OC(C)C)[O:21]C(C)C)C.[Li]CCCC. The product is [Cl:1][C:2]1[CH:3]=[C:4]([C:9]2[CH:14]=[N:13][CH:12]=[C:11]([CH3:15])[N:10]=2)[CH:5]=[CH:6][C:7]=1[B:20]([OH:21])[OH:19]. The catalyst is C1COCC1. (2) The yield is 0.0700. The reactants are Cl[C:2]1[N:7]=[N:6][CH:5]=[C:4]([C:8]2[CH:13]=[CH:12][N:11]=[C:10]([NH:14][C:15]3[N:19]([CH3:20])[N:18]=[CH:17][CH:16]=3)[N:9]=2)[CH:3]=1.[Cl:21][C:22]1[CH:27]=[CH:26][C:25]([CH:28]([O:34][CH3:35])[CH2:29][C:30]([NH:32][NH2:33])=O)=[CH:24][CH:23]=1.CS(O)(=O)=O. The product is [Cl:21][C:22]1[CH:23]=[CH:24][C:25]([CH:28]([O:34][CH3:35])[CH2:29][C:30]2[N:7]3[N:6]=[CH:5][C:4]([C:8]4[CH:13]=[CH:12][N:11]=[C:10]([NH:14][C:15]5[N:19]([CH3:20])[N:18]=[CH:17][CH:16]=5)[N:9]=4)=[CH:3][C:2]3=[N:33][N:32]=2)=[CH:26][CH:27]=1. The catalyst is CC(O)C. (3) The reactants are C([N:3](CC)CC)C.[CH3:8][O:9][C:10]1[N:15]=[C:14]2[NH:16][C:17]3[C:22]([C:23](O)=[O:24])=[CH:21][C:20]([C:26]4[CH:31]=[CH:30][C:29]([O:32][CH3:33])=[CH:28][CH:27]=4)=[N:19][C:18]=3[C:13]2=[CH:12][CH:11]=1.Cl.CN(C)CCCN=C=NCC.O.ON1C2C=CC=CC=2N=N1.[Cl-].[NH4+]. The catalyst is CN(C)C=O. The product is [CH3:8][O:9][C:10]1[N:15]=[C:14]2[NH:16][C:17]3[C:22]([C:23]([NH2:3])=[O:24])=[CH:21][C:20]([C:26]4[CH:31]=[CH:30][C:29]([O:32][CH3:33])=[CH:28][CH:27]=4)=[N:19][C:18]=3[C:13]2=[CH:12][CH:11]=1. The yield is 0.660. (4) The yield is 0.900. The reactants are OC[C@@H](N[C:11](=[O:26])[C@:12]([CH3:25])([C:19]1[CH:24]=[CH:23][CH:22]=[CH:21][CH:20]=1)[CH2:13][CH2:14][C:15]([CH3:18])([CH3:17])[CH3:16])C1C=CC=CC=1.S(=O)(=O)(O)[OH:28]. The product is [CH3:25][C@@:12]([C:19]1[CH:20]=[CH:21][CH:22]=[CH:23][CH:24]=1)([CH2:13][CH2:14][C:15]([CH3:16])([CH3:17])[CH3:18])[C:11]([OH:26])=[O:28]. The catalyst is O1CCOCC1. (5) The reactants are [CH2:1]([O:8][C:9]1[CH:10]=[CH:11][C:12]([O:18][CH3:19])=[C:13]([CH:17]=1)[NH:14][CH2:15][CH3:16])[C:2]1[CH:7]=[CH:6][CH:5]=[CH:4][CH:3]=1.CCN(C(C)C)C(C)C.I[CH2:30][CH2:31][CH2:32][C:33]([O:35][CH3:36])=[O:34]. The catalyst is CN(C=O)C.CCOC(C)=O. The product is [CH2:1]([O:8][C:9]1[CH:10]=[CH:11][C:12]([O:18][CH3:19])=[C:13]([N:14]([CH2:15][CH3:16])[CH2:30][CH2:31][CH2:32][C:33]([O:35][CH3:36])=[O:34])[CH:17]=1)[C:2]1[CH:3]=[CH:4][CH:5]=[CH:6][CH:7]=1. The yield is 0.760.